From a dataset of Catalyst prediction with 721,799 reactions and 888 catalyst types from USPTO. Predict which catalyst facilitates the given reaction. (1) Reactant: [Cl:1][C:2]1[CH:7]=[CH:6][CH:5]=[C:4]([F:8])[C:3]=1[NH:9][C:10]1[NH:11][C:12]2[C:18]3[CH2:19][C:20]([CH3:23])([CH3:22])[O:21][C:17]=3[C:16]([C:24](O)=[O:25])=[CH:15][C:13]=2[N:14]=1.S(Cl)(Cl)=O.[F:31][C:32]([F:44])([F:43])[C:33]1[CH:38]=[CH:37][CH:36]=[CH:35][C:34]=1[C:39]1([NH2:42])[CH2:41][CH2:40]1.CCN(C(C)C)C(C)C. Product: [Cl:1][C:2]1[CH:7]=[CH:6][CH:5]=[C:4]([F:8])[C:3]=1[NH:9][C:10]1[NH:11][C:12]2[C:18]3[CH2:19][C:20]([CH3:22])([CH3:23])[O:21][C:17]=3[C:16]([C:24]([NH:42][C:39]3([C:34]4[CH:35]=[CH:36][CH:37]=[CH:38][C:33]=4[C:32]([F:31])([F:43])[F:44])[CH2:41][CH2:40]3)=[O:25])=[CH:15][C:13]=2[N:14]=1. The catalyst class is: 1. (2) Reactant: [N:1]1([C:6]2[CH:7]=[CH:8][C:9]([NH:12]C(=O)OC(C)(C)C)=[N:10][CH:11]=2)[CH:5]=[N:4][N:3]=[N:2]1.[ClH:20].O1CCOCC1. Product: [ClH:20].[N:1]1([C:6]2[CH:7]=[CH:8][C:9]([NH2:12])=[N:10][CH:11]=2)[CH:5]=[N:4][N:3]=[N:2]1. The catalyst class is: 2. (3) Reactant: CC1C=CC(S(O[CH2:12][CH:13]2[O:17][N:16]=[C:15]([C:18]3[CH:23]=[CH:22][C:21]([Br:24])=[CH:20][N:19]=3)[CH2:14]2)(=O)=O)=CC=1.C([O-])([O-])=O.[K+].[K+].[NH:31]1[CH2:36][CH2:35][O:34][CH2:33][CH2:32]1.CCOC(C)=O. Product: [Br:24][C:21]1[CH:22]=[CH:23][C:18]([C:15]2[CH2:14][CH:13]([CH2:12][N:31]3[CH2:36][CH2:35][O:34][CH2:33][CH2:32]3)[O:17][N:16]=2)=[N:19][CH:20]=1. The catalyst class is: 16. (4) Reactant: [C:1]([C:3]1[CH:8]=[CH:7][C:6]([NH:9][NH2:10])=[CH:5][CH:4]=1)#[N:2].[C:11]1([CH:17]=[CH:18][C:19]([C:21]2[CH:22]=[CH:23][C:24]3[O:29][CH2:28][C:27](=[O:30])[NH:26][C:25]=3[CH:31]=2)=O)[CH:16]=[CH:15][CH:14]=[CH:13][CH:12]=1. Product: [O:30]=[C:27]1[NH:26][C:25]2[CH:31]=[C:21]([C:19]3[CH2:18][CH:17]([C:11]4[CH:12]=[CH:13][CH:14]=[CH:15][CH:16]=4)[N:9]([C:6]4[CH:7]=[CH:8][C:3]([C:1]#[N:2])=[CH:4][CH:5]=4)[N:10]=3)[CH:22]=[CH:23][C:24]=2[O:29][CH2:28]1. The catalyst class is: 3. (5) Reactant: [F:1][C:2]1[CH:7]=[CH:6][C:5]([C:8]2[N:12]=[C:11]([NH2:13])[NH:10][N:9]=2)=[CH:4][CH:3]=1.[C:14]([N:17]1[C:25]2[C:20](=[CH:21][C:22]([C:26](=O)[CH2:27][C:28](OCC)=[O:29])=[CH:23][CH:24]=2)[CH:19]=[N:18]1)(=[O:16])[CH3:15].CC1C=CC(S(O)(=O)=O)=CC=1. Product: [C:14]([N:17]1[C:25]2[C:20](=[CH:21][C:22]([C:26]3[NH:13][C:11]4[N:10]([N:9]=[C:8]([C:5]5[CH:4]=[CH:3][C:2]([F:1])=[CH:7][CH:6]=5)[N:12]=4)[C:28](=[O:29])[CH:27]=3)=[CH:23][CH:24]=2)[CH:19]=[N:18]1)(=[O:16])[CH3:15]. The catalyst class is: 400. (6) Reactant: [C:1]1([CH3:19])[CH:6]=[CH:5][C:4]([S:7]([N:10]2[CH2:15][CH2:14][S:13][CH2:12][C@H:11]2[C:16]([OH:18])=[O:17])(=[O:9])=[O:8])=[CH:3][CH:2]=1.[CH3:20][O:21][C:22]1[CH:29]=[CH:28][CH:27]=[CH:26][C:23]=1[CH2:24]O.C1CCC(N=C=NC2CCCCC2)CC1. Product: [CH3:20][O:21][C:22]1[CH:29]=[CH:28][CH:27]=[CH:26][C:23]=1[CH2:24][O:17][C:16]([C@@H:11]1[CH2:12][S:13][CH2:14][CH2:15][N:10]1[S:7]([C:4]1[CH:3]=[CH:2][C:1]([CH3:19])=[CH:6][CH:5]=1)(=[O:9])=[O:8])=[O:18]. The catalyst class is: 79.